From a dataset of Full USPTO retrosynthesis dataset with 1.9M reactions from patents (1976-2016). Predict the reactants needed to synthesize the given product. (1) Given the product [Cl:21][C:19]1[CH:18]=[CH:17][C:13]([C:14]([NH2:16])=[O:15])=[C:12]([NH:22][C:23]2[CH:28]=[CH:27][CH:26]=[C:25]([N:29]([CH3:39])[S:30]([C:33]3[CH:34]=[CH:35][CH:36]=[CH:37][CH:38]=3)(=[O:32])=[O:31])[CH:24]=2)[N:20]=1, predict the reactants needed to synthesize it. The reactants are: [Li+].C[Si]([N-][Si](C)(C)C)(C)C.Cl[C:12]1[N:20]=[C:19]([Cl:21])[CH:18]=[CH:17][C:13]=1[C:14]([NH2:16])=[O:15].[NH2:22][C:23]1[CH:24]=[C:25]([N:29]([CH3:39])[S:30]([C:33]2[CH:38]=[CH:37][CH:36]=[CH:35][CH:34]=2)(=[O:32])=[O:31])[CH:26]=[CH:27][CH:28]=1. (2) Given the product [CH2:21]([S:23]([C:26]1[CH:31]=[C:30]([C:8]2[CH:9]=[C:10]3[C:5](=[CH:6][CH:7]=2)[C:4](=[O:19])[CH2:3][C:2]3([CH3:1])[CH3:20])[CH:29]=[CH:28][CH:27]=1)(=[O:24])=[O:25])[CH3:22], predict the reactants needed to synthesize it. The reactants are: [CH3:1][C:2]1([CH3:20])[C:10]2[C:5](=[CH:6][CH:7]=[C:8](OS(C(F)(F)F)(=O)=O)[CH:9]=2)[C:4](=[O:19])[CH2:3]1.[CH2:21]([S:23]([C:26]1[CH:27]=[C:28](B(O)O)[CH:29]=[CH:30][CH:31]=1)(=[O:25])=[O:24])[CH3:22]. (3) Given the product [S:13]1[CH:14]=[CH:15][CH:16]=[C:12]1[S:9]([N:7]1[CH2:6][CH2:5][N:4]([C:17]2[CH:18]=[CH:19][C:20]([C:23]([OH:29])([CH3:28])[C:24]([F:26])([F:27])[F:25])=[CH:21][CH:22]=2)[C@@H:3]([CH2:2][NH:1][C:30]2([C:37]#[N:38])[CH2:33][CH2:32][CH2:31]2)[CH2:8]1)(=[O:10])=[O:11], predict the reactants needed to synthesize it. The reactants are: [NH2:1][CH2:2][C@H:3]1[CH2:8][N:7]([S:9]([C:12]2[S:13][CH:14]=[CH:15][CH:16]=2)(=[O:11])=[O:10])[CH2:6][CH2:5][N:4]1[C:17]1[CH:22]=[CH:21][C:20]([C:23]([OH:29])([CH3:28])[C:24]([F:27])([F:26])[F:25])=[CH:19][CH:18]=1.[C:30]1(=O)[CH2:33][CH2:32][CH2:31]1.C[Si](C)(C)[C:37]#[N:38]. (4) Given the product [CH2:26]([O:25][C:22]1[CH:23]=[CH:24][C:19]([NH:18][C:16]2[N:15]=[CH:14][N:13]=[C:12]3[NH:11][N:10]=[C:9]([O:8][CH2:7][CH2:6][N:38]4[CH2:39][CH2:40][N:35]([CH3:34])[CH2:36][CH2:37]4)[C:17]=23)=[CH:20][C:21]=1[CH3:33])[C:27]1[CH:32]=[CH:31][CH:30]=[CH:29][CH:28]=1, predict the reactants needed to synthesize it. The reactants are: CS(O[CH2:6][CH2:7][O:8][C:9]1[C:17]2[C:12](=[N:13][CH:14]=[N:15][C:16]=2[NH:18][C:19]2[CH:24]=[CH:23][C:22]([O:25][CH2:26][C:27]3[CH:32]=[CH:31][CH:30]=[CH:29][CH:28]=3)=[C:21]([CH3:33])[CH:20]=2)[NH:11][N:10]=1)(=O)=O.[CH3:34][N:35]1[CH2:40][CH2:39][NH:38][CH2:37][CH2:36]1. (5) Given the product [C:15]([C:9]1[CH:8]=[C:7]2[C:12](=[CH:11][C:10]=1[CH2:13][CH3:14])[N:4]([CH2:1][CH2:2][CH2:27][C:28]([O:30][CH2:31][CH3:32])=[O:29])[N:5]=[CH:6]2)#[N:16], predict the reactants needed to synthesize it. The reactants are: [C:1]([N:4]1[C:12]2[C:7](=[CH:8][C:9]([C:15]#[N:16])=[C:10]([CH2:13][CH3:14])[CH:11]=2)[CH:6]=[N:5]1)(=O)[CH3:2].Cl.C(=O)([O-])[O-].[K+].[K+].BrCC[CH2:27][C:28]([O:30][CH2:31][CH3:32])=[O:29]. (6) Given the product [CH2:1]([O:8][C:9](=[O:34])[CH2:10][O:11][C:12]1[C:20]2[CH:21]=[CH:22][CH:23]=[CH:24][C:19]=2[CH:18]=[C:17]2[C:13]=1[C:14]([C:58](=[O:61])[C:69]([NH2:42])=[O:68])=[C:15]([CH2:32][CH3:33])[N:16]2[CH2:25][C:26]1[CH:27]=[CH:28][CH:29]=[CH:30][CH:31]=1)[C:2]1[CH:7]=[CH:6][CH:5]=[CH:4][CH:3]=1, predict the reactants needed to synthesize it. The reactants are: [CH2:1]([O:8][C:9](=[O:34])[CH2:10][O:11][C:12]1[C:20]2[CH:21]=[CH:22][CH:23]=[CH:24][C:19]=2[CH:18]=[C:17]2[C:13]=1[CH:14]=[C:15]([CH2:32][CH3:33])[N:16]2[CH2:25][C:26]1[CH:31]=[CH:30][CH:29]=[CH:28][CH:27]=1)[C:2]1[CH:7]=[CH:6][CH:5]=[CH:4][CH:3]=1.C([N:42]1C2CC3C=CC=CC=3C(=O)C=2C=C1CC)C1C=CC=CC=1.[C:58](=[O:61])([O-])[O-].[Cs+].[Cs+].BrCC([O:68][CH2:69]C)=O. (7) Given the product [O:1]=[C:2]1[NH:8][C:7]2[C:9]3[CH2:10][CH2:11][CH2:12][CH2:13][C:14]=3[CH:15]=[CH:16][C:6]=2[N:5]([C:17]2[CH:18]=[CH:19][C:20]([N:23]([CH3:39])[S:24]([C:27]3[CH:32]=[CH:31][CH:30]=[CH:29][C:28]=3[N+:33]([O-:35])=[O:34])(=[O:26])=[O:25])=[CH:21][CH:22]=2)[C:4](=[O:36])[CH2:3]1, predict the reactants needed to synthesize it. The reactants are: [O:1]=[C:2]1[NH:8][C:7]2[C:9]3[CH2:10][CH2:11][CH2:12][CH2:13][C:14]=3[CH:15]=[CH:16][C:6]=2[N:5]([C:17]2[CH:22]=[CH:21][C:20]([NH:23][S:24]([C:27]3[CH:32]=[CH:31][CH:30]=[CH:29][C:28]=3[N+:33]([O-:35])=[O:34])(=[O:26])=[O:25])=[CH:19][CH:18]=2)[C:4](=[O:36])[CH2:3]1.IC.[C:39](=O)([O-])[O-].[K+].[K+]. (8) The reactants are: [OH:1][C:2]1[CH:10]=[CH:9][C:5]([C:6](O)=[O:7])=[CH:4][C:3]=1[C:11]([F:14])([F:13])[F:12].S(Cl)([Cl:17])=O. Given the product [OH:1][C:2]1[CH:10]=[CH:9][C:5]([C:6]([Cl:17])=[O:7])=[CH:4][C:3]=1[C:11]([F:14])([F:13])[F:12], predict the reactants needed to synthesize it.